This data is from Catalyst prediction with 721,799 reactions and 888 catalyst types from USPTO. The task is: Predict which catalyst facilitates the given reaction. (1) Reactant: [OH-].[Na+].C(Cl)[Cl:4].O.Cl.Cl.CN(C)C(=O)[S:12][C:13]1[C:14]([O:39][CH2:40][CH3:41])=[CH:15][CH:16]=[C:17]2[C:22]=1[CH:21]=[N:20][CH:19]=[C:18]2[C:23](=[O:38])[C:24]1[CH:29]=[C:28]([O:30][CH3:31])[C:27]([O:32][CH2:33][CH2:34][CH3:35])=[C:26]([O:36][CH3:37])[CH:25]=1. Product: [ClH:4].[CH3:31][O:30][C:28]1[CH:29]=[C:24]([C:23]([C:18]2[C:17]3[C:22](=[C:13]([SH:12])[C:14]([O:39][CH2:40][CH3:41])=[CH:15][CH:16]=3)[CH:21]=[N:20][CH:19]=2)=[O:38])[CH:25]=[C:26]([O:36][CH3:37])[C:27]=1[O:32][CH2:33][CH2:34][CH3:35]. The catalyst class is: 5. (2) Reactant: CC1C=CC(S(O[CH2:12][CH2:13][C@H:14]2[CH2:16][C@@H:15]2[CH:17]2[CH2:22][CH2:21][N:20]([C:23]3[N:28]=[CH:27][C:26]([Cl:29])=[CH:25][N:24]=3)[CH2:19][CH2:18]2)(=O)=O)=CC=1.[N-:30]=[N+:31]=[N-:32].[Na+]. Product: [N:30]([CH2:12][CH2:13][CH:14]1[CH2:16][CH:15]1[CH:17]1[CH2:22][CH2:21][N:20]([C:23]2[N:28]=[CH:27][C:26]([Cl:29])=[CH:25][N:24]=2)[CH2:19][CH2:18]1)=[N+:31]=[N-:32]. The catalyst class is: 38. (3) Reactant: I[CH2:2][CH:3]([CH3:5])[CH3:4].[C:6]([C:9]1[CH:18]=[C:13]([C:14]([O:16][CH3:17])=[O:15])[C:12]([OH:19])=[CH:11][CH:10]=1)(=[O:8])[CH3:7].C(=O)([O-])[O-].[K+].[K+]. Product: [C:6]([C:9]1[CH:10]=[CH:11][C:12]([O:19][CH2:2][CH:3]([CH3:5])[CH3:4])=[C:13]([CH:18]=1)[C:14]([O:16][CH3:17])=[O:15])(=[O:8])[CH3:7]. The catalyst class is: 10. (4) Reactant: [N+:1]([C:4]1[CH:5]=[CH:6][C:7]2[N:8]([CH:10]=[C:11]([C:13]([NH:15][C:16]3[CH:21]=[CH:20][CH:19]=[CH:18][CH:17]=3)=[O:14])[N:12]=2)[CH:9]=1)([O-])=O. Product: [NH2:1][C:4]1[CH:5]=[CH:6][C:7]2[N:8]([CH:10]=[C:11]([C:13]([NH:15][C:16]3[CH:17]=[CH:18][CH:19]=[CH:20][CH:21]=3)=[O:14])[N:12]=2)[CH:9]=1. The catalyst class is: 8. (5) Reactant: [CH2:1]([O:8][C:9]([N:11]1[CH2:16][CH2:15][CH:14]([C:17]2[NH:18][CH:19]=[C:20]([C:22]3[CH:27]=[CH:26][C:25]([F:28])=[C:24]([C:29]([F:32])([F:31])[F:30])[CH:23]=3)[N:21]=2)[CH2:13][CH2:12]1)=[O:10])[C:2]1[CH:7]=[CH:6][CH:5]=[CH:4][CH:3]=1.C[Si]([N-][Si](C)(C)C)(C)C.[Na+].Br[CH2:44][CH:45]1[O:49][CH2:48][CH2:47][O:46]1.CS(C)=O. Product: [O:46]1[CH2:47][CH2:48][O:49][CH:45]1[CH2:44][N:18]1[CH:19]=[C:20]([C:22]2[CH:27]=[CH:26][C:25]([F:28])=[C:24]([C:29]([F:32])([F:30])[F:31])[CH:23]=2)[N:21]=[C:17]1[CH:14]1[CH2:13][CH2:12][N:11]([C:9]([O:8][CH2:1][C:2]2[CH:7]=[CH:6][CH:5]=[CH:4][CH:3]=2)=[O:10])[CH2:16][CH2:15]1. The catalyst class is: 20. (6) Reactant: [Br:1][C:2]1[CH:3]=[CH:4][C:5]([O:15][CH2:16][C:17]2[CH:22]=[CH:21][C:20]([F:23])=[CH:19][CH:18]=2)=[C:6]([C:8](=O)[CH2:9][CH2:10][C:11](=O)[CH3:12])[CH:7]=1.[NH2:24][C:25]1[CH:26]=[CH:27][C:28]([F:34])=[C:29]([CH:33]=1)[C:30]([OH:32])=[O:31].CC1C=CC(S(O)(=O)=O)=CC=1. Product: [Br:1][C:2]1[CH:3]=[CH:4][C:5]([O:15][CH2:16][C:17]2[CH:22]=[CH:21][C:20]([F:23])=[CH:19][CH:18]=2)=[C:6]([C:8]2[N:24]([C:25]3[CH:33]=[C:29]([C:28]([F:34])=[CH:27][CH:26]=3)[C:30]([OH:32])=[O:31])[C:11]([CH3:12])=[CH:10][CH:9]=2)[CH:7]=1. The catalyst class is: 296. (7) The catalyst class is: 2. Reactant: [CH:1]([O:4][C:5]1[CH:21]=[CH:20][C:8]([O:9][C:10]2[S:11][C:12]([C:15]#[C:16][CH:17]([NH2:19])[CH3:18])=[CH:13][N:14]=2)=[CH:7][CH:6]=1)([CH3:3])[CH3:2].ClC([N:26]=[C:27]=[O:28])(Cl)Cl. Product: [CH:1]([O:4][C:5]1[CH:21]=[CH:20][C:8]([O:9][C:10]2[S:11][C:12]([C:15]#[C:16][CH:17]([NH:19][C:27]([NH2:26])=[O:28])[CH3:18])=[CH:13][N:14]=2)=[CH:7][CH:6]=1)([CH3:2])[CH3:3]. (8) Reactant: [Br:1][C:2]1[CH:3]=[C:4]([CH:6]=[C:7]([CH3:9])[CH:8]=1)[NH2:5].C(N(C(C)C)CC)(C)C.[C:19](Cl)(=[O:22])[CH:20]=[CH2:21]. Product: [Br:1][C:2]1[CH:3]=[C:4]([NH:5][C:19](=[O:22])[CH:20]=[CH2:21])[CH:6]=[C:7]([CH3:9])[CH:8]=1. The catalyst class is: 4.